The task is: Predict the product of the given reaction.. This data is from Forward reaction prediction with 1.9M reactions from USPTO patents (1976-2016). (1) The product is: [CH3:1][O:2][C:3](=[O:17])[C:4]1[CH:9]=[CH:8][C:7]([C:10]2[S:11][C:12]([CH:15]=[C:21]3[S:20][C:19](=[S:18])[N:23]([CH2:24][C:25]4[CH:26]=[C:27]([O:35][CH3:36])[C:28]([O:33][CH3:34])=[C:29]([O:31][CH3:32])[CH:30]=4)[C:22]3=[O:37])=[CH:13][CH:14]=2)=[CH:6][CH:5]=1. Given the reactants [CH3:1][O:2][C:3](=[O:17])[C:4]1[CH:9]=[CH:8][C:7]([C:10]2[S:11][C:12]([CH:15]=O)=[CH:13][CH:14]=2)=[CH:6][CH:5]=1.[S:18]=[C:19]1[N:23]([CH2:24][C:25]2[CH:30]=[C:29]([O:31][CH3:32])[C:28]([O:33][CH3:34])=[C:27]([O:35][CH3:36])[CH:26]=2)[C:22](=[O:37])[CH2:21][S:20]1, predict the reaction product. (2) Given the reactants C([O:5][C:6](=[O:19])[C:7]([S:10][C:11]1[S:12][CH:13]=[C:14]([CH2:16][CH2:17][NH2:18])[N:15]=1)([CH3:9])[CH3:8])(C)(C)C.[Br:20][C:21]1[CH:22]=[N:23][C:24]([Cl:29])=[C:25]([CH:28]=1)[C:26]#[N:27].Cl.O1[CH2:36][CH2:35]OCC1, predict the reaction product. The product is: [ClH:29].[Br:20][C:21]1[CH:28]=[C:25]([C:26]#[N:27])[C:24]([N:18]([CH2:22][CH2:21][CH2:28][CH2:25][CH2:24][CH2:35][CH3:36])[CH2:17][CH2:16][C:14]2[N:15]=[C:11]([S:10][C:7]([CH3:8])([CH3:9])[C:6]([OH:5])=[O:19])[S:12][CH:13]=2)=[N:23][CH:22]=1. (3) Given the reactants Br[C:2]1[CH:17]=[C:16]2[C:5]([CH2:6][C:7]([CH3:19])([CH3:18])[CH2:8][C:9]32[CH2:14][CH2:13][O:12][C:11]([NH2:15])=[N:10]3)=[CH:4][CH:3]=1.[N:20]1[CH:25]=[C:24](B(O)O)[CH:23]=[N:22][CH:21]=1.C(=O)([O-])[O-].[Na+].[Na+], predict the reaction product. The product is: [CH3:18][C:7]1([CH3:19])[CH2:6][C:5]2[C:16](=[CH:17][C:2]([C:24]3[CH:25]=[N:20][CH:21]=[N:22][CH:23]=3)=[CH:3][CH:4]=2)[C:9]2([CH2:14][CH2:13][O:12][C:11]([NH2:15])=[N:10]2)[CH2:8]1. (4) Given the reactants [CH2:1]([O:8][C:9]1[CH:10]=[C:11]([CH:13]=[CH:14][CH:15]=1)[NH2:12])[C:2]1[CH:7]=[CH:6][CH:5]=[CH:4][CH:3]=1.[O:16]=[C:17]1[CH:22]=[CH:21]N(C2C=NN(C(C)C)C=2)[N:19]=[C:18]1[C:31]([OH:33])=[O:32], predict the reaction product. The product is: [CH2:1]([O:8][C:9]1[CH:10]=[C:11]([N:12]2[CH:21]=[CH:22][C:17](=[O:16])[C:18]([C:31]([OH:33])=[O:32])=[N:19]2)[CH:13]=[CH:14][CH:15]=1)[C:2]1[CH:3]=[CH:4][CH:5]=[CH:6][CH:7]=1. (5) Given the reactants [C:1]([CH:6]=P(C1C=CC=CC=1)(C1C=CC=CC=1)C1C=CC=CC=1)([O:3][CH2:4][CH3:5])=[O:2].[CH2:26]([O:28][C:29]([C:31]1[N:32]([C:52]2[CH:57]=[CH:56][C:55]([O:58][CH:59]([CH3:61])[CH3:60])=[CH:54][CH:53]=2)[C:33]2[C:38]([C:39]=1C=O)=[CH:37][C:36]([C:42]1[CH:47]=[CH:46][C:45]([C:48]([F:51])([F:50])[F:49])=[CH:44][N:43]=1)=[CH:35][CH:34]=2)=[O:30])[CH3:27].O.[CH3:63]N(C=O)C, predict the reaction product. The product is: [CH2:26]([O:28][C:29]([C:31]1[N:32]([C:52]2[CH:53]=[CH:54][C:55]([O:58][CH:59]([CH3:60])[CH3:61])=[CH:56][CH:57]=2)[C:33]2[C:38]([C:39]=1[CH:63]=[CH:6][C:1]([O:3][CH2:4][CH3:5])=[O:2])=[CH:37][C:36]([C:42]1[CH:47]=[CH:46][C:45]([C:48]([F:49])([F:50])[F:51])=[CH:44][N:43]=1)=[CH:35][CH:34]=2)=[O:30])[CH3:27]. (6) Given the reactants [F:1][C:2]1[CH:3]=[C:4]2[C:9](=[CH:10][CH:11]=1)[C@H:8]([CH:12]([CH3:14])[CH3:13])[C@:7]([CH2:16][CH2:17][NH:18][CH3:19])([OH:15])[CH2:6][CH2:5]2.[CH3:20][O:21][CH2:22][C:23]([CH2:32][O:33][CH3:34])([CH3:31])[C:24]([NH:26][CH2:27][CH2:28][CH:29]=O)=[O:25].C([BH3-])#N.[Na+], predict the reaction product. The product is: [F:1][C:2]1[CH:3]=[C:4]2[C:9](=[CH:10][CH:11]=1)[C@H:8]([CH:12]([CH3:13])[CH3:14])[C@:7]([CH2:16][CH2:17][N:18]([CH3:19])[CH2:29][CH2:28][CH2:27][NH:26][C:24](=[O:25])[C:23]([CH2:32][O:33][CH3:34])([CH3:31])[CH2:22][O:21][CH3:20])([OH:15])[CH2:6][CH2:5]2. (7) Given the reactants C(OC(=O)[NH:7][C:8]1[C@:9]([CH3:38])([C:34]([F:37])([F:36])[F:35])[O:10][CH2:11][C@:12]([C:15]2[CH:20]=[C:19]([NH:21][C:22]([C:24]3[C:29]([CH3:30])=[CH:28][C:27]([C:31]#[N:32])=[CH:26][N:25]=3)=[O:23])[CH:18]=[CH:17][C:16]=2[F:33])([CH3:14])[N:13]=1)(C)(C)C.C(O)(C(F)(F)F)=O.C([O-])(O)=O.[Na+], predict the reaction product. The product is: [NH2:7][C:8]1[C@:9]([CH3:38])([C:34]([F:35])([F:37])[F:36])[O:10][CH2:11][C@:12]([C:15]2[CH:20]=[C:19]([NH:21][C:22]([C:24]3[C:29]([CH3:30])=[CH:28][C:27]([C:31]#[N:32])=[CH:26][N:25]=3)=[O:23])[CH:18]=[CH:17][C:16]=2[F:33])([CH3:14])[N:13]=1.